From a dataset of Full USPTO retrosynthesis dataset with 1.9M reactions from patents (1976-2016). Predict the reactants needed to synthesize the given product. (1) Given the product [F:25][CH:26]([F:43])[O:27][C:28]1[CH:33]=[CH:32][C:31]([CH2:10][C:11]2[CH:20]=[CH:19][C:14]([C:15]([O:17][CH3:18])=[O:16])=[CH:13][C:12]=2[O:21][CH2:22][O:23][CH3:24])=[CH:30][CH:29]=1, predict the reactants needed to synthesize it. The reactants are: C(OP(O[CH2:10][C:11]1[CH:20]=[CH:19][C:14]([C:15]([O:17][CH3:18])=[O:16])=[CH:13][C:12]=1[O:21][CH2:22][O:23][CH3:24])(OCC)=O)C.[F:25][CH:26]([F:43])[O:27][C:28]1[CH:33]=[CH:32][C:31](B2OC(C)(C)C(C)(C)O2)=[CH:30][CH:29]=1.P([O-])([O-])([O-])=O.[K+].[K+].[K+]. (2) Given the product [F:15][C:16]1[CH:17]=[C:18]([CH:21]=[C:22]([F:25])[C:23]=1[F:24])[CH2:19][NH:29][CH2:28][CH2:26][OH:27], predict the reactants needed to synthesize it. The reactants are: C(O[BH-](OC(=O)C)OC(=O)C)(=O)C.[Na+].[F:15][C:16]1[CH:17]=[C:18]([CH:21]=[C:22]([F:25])[C:23]=1[F:24])[CH:19]=O.[CH2:26]([CH2:28][NH2:29])[OH:27].[OH-].[Na+].C(=O)(O)[O-].[Na+]. (3) The reactants are: [NH2:1][C:2]1[N:7]=[C:6]([C:8]([NH:10][CH2:11][C:12]2[CH:17]=[CH:16][CH:15]=[C:14]([O:18][C:19]([F:22])([F:21])[F:20])[CH:13]=2)=[O:9])[CH:5]=[CH:4][N:3]=1.[C:23](Cl)(=[O:25])[CH3:24]. Given the product [C:23]([NH:1][C:2]1[N:7]=[C:6]([C:8]([NH:10][CH2:11][C:12]2[CH:17]=[CH:16][CH:15]=[C:14]([O:18][C:19]([F:22])([F:20])[F:21])[CH:13]=2)=[O:9])[CH:5]=[CH:4][N:3]=1)(=[O:25])[CH3:24], predict the reactants needed to synthesize it. (4) Given the product [C:55]([N:58]1[CH2:63][CH2:62][N:61]([CH2:49][CH2:54][CH2:53][O:67][C:19]2[N:18]=[C:17]([NH:16][C:3]3[C:4]4[O:8][CH2:7][O:6][C:5]=4[C:9]([C:11]#[C:12][CH2:13][O:14][CH3:15])=[CH:10][C:2]=3[Cl:1])[C:26]3[C:21](=[CH:22][CH:23]=[CH:24][C:25]=3[O:27][CH:28]([CH3:29])[CH3:30])[N:20]=2)[CH2:60][CH2:59]1)(=[O:57])[CH3:56], predict the reactants needed to synthesize it. The reactants are: [Cl:1][C:2]1[CH:10]=[C:9]([C:11]#[C:12][CH2:13][O:14][CH3:15])[C:5]2[O:6][CH2:7][O:8][C:4]=2[C:3]=1[NH:16][C:17]1[C:26]2[C:21](=[CH:22][C:23](OCCCCl)=[CH:24][C:25]=2[O:27][CH:28]([CH3:30])[CH3:29])[N:20]=[CH:19][N:18]=1.C1(P([C:49]2[CH:54]=[CH:53]C=CC=2)C2C=CC=CC=2)C=CC=CC=1.[C:55]([N:58]1[CH2:63][CH2:62][NH:61][CH2:60][CH2:59]1)(=[O:57])[CH3:56].[I-].[Na+].C[O:67]CCO. (5) Given the product [C:26]([O:25][C:24](=[O:30])[NH:23][C:21]1[N:20]([CH3:19])[C:3](=[O:18])[C:4]([CH3:16])([CH3:17])[C@:5]([C:7]2[CH:12]=[C:11]([Br:13])[CH:10]=[CH:9][C:8]=2[F:14])([CH3:6])[N:15]=1)([CH3:29])([CH3:28])[CH3:27], predict the reactants needed to synthesize it. The reactants are: CO[C:3](=[O:18])[C:4]([CH3:17])([CH3:16])[C@:5]([NH2:15])([C:7]1[CH:12]=[C:11]([Br:13])[CH:10]=[CH:9][C:8]=1[F:14])[CH3:6].[CH3:19][NH:20][C:21]([NH:23][C:24](=[O:30])[O:25][C:26]([CH3:29])([CH3:28])[CH3:27])=S. (6) Given the product [F:27][C:28]1[CH:29]=[C:30]2[C:36]([C:37]3[N:38]=[C:20]([NH2:21])[C:19](/[N:9]=[N:1]/[C:2]4[CH:7]=[CH:6][CH:5]=[CH:4][CH:3]=4)=[C:18]([NH2:22])[N:39]=3)=[N:35][N:34]([CH2:40][C:41]3[CH:46]=[CH:45][CH:44]=[CH:43][C:42]=3[F:47])[C:31]2=[N:32][CH:33]=1, predict the reactants needed to synthesize it. The reactants are: [NH2:1][C:2]1[CH:7]=[CH:6][CH:5]=[CH:4][CH:3]=1.Cl.[N:9]([O-])=O.[Na+].C([O-])(=O)C.[Na+].[C:18](#[N:22])[CH2:19][C:20]#[N:21].C(O)(=O)C.[F:27][C:28]1[CH:29]=[C:30]2[C:36]([C:37](=[NH:39])[NH2:38])=[N:35][N:34]([CH2:40][C:41]3[CH:46]=[CH:45][CH:44]=[CH:43][C:42]=3[F:47])[C:31]2=[N:32][CH:33]=1.